Dataset: Peptide-MHC class II binding affinity with 134,281 pairs from IEDB. Task: Regression. Given a peptide amino acid sequence and an MHC pseudo amino acid sequence, predict their binding affinity value. This is MHC class II binding data. (1) The peptide sequence is KPPFSGMTGCGNTPI. The MHC is HLA-DPA10201-DPB10501 with pseudo-sequence HLA-DPA10201-DPB10501. The binding affinity (normalized) is 0.0685. (2) The peptide sequence is MAGAGPAPMLAAAAG. The MHC is DRB1_1302 with pseudo-sequence DRB1_1302. The binding affinity (normalized) is 0. (3) The peptide sequence is QELQIVDKIDAAFKI. The MHC is DRB1_1101 with pseudo-sequence DRB1_1101. The binding affinity (normalized) is 0.545. (4) The peptide sequence is SVAYKAAVGATPEAK. The MHC is DRB1_1602 with pseudo-sequence DRB1_1602. The binding affinity (normalized) is 0.773. (5) The peptide sequence is CIPSLEAAVKQAYAA. The MHC is HLA-DPA10201-DPB11401 with pseudo-sequence HLA-DPA10201-DPB11401. The binding affinity (normalized) is 0.0952. (6) The peptide sequence is HPQDGDALTLRTATN. The MHC is HLA-DPA10301-DPB10402 with pseudo-sequence HLA-DPA10301-DPB10402. The binding affinity (normalized) is 0.207.